Dataset: Reaction yield outcomes from USPTO patents with 853,638 reactions. Task: Predict the reaction yield, written as a fraction of the theoretical maximum amount of product (1.0 means a 100% yield; for example, 0.34 means a 34% yield). (1) The reactants are Br[C:2]1[N:6]2[C:7]3[C:12]([N:13]=[C:14]([CH3:15])[C:5]2=[C:4]([CH3:17])[N:3]=1)=[CH:11][CH:10]=[C:9]([F:16])[CH:8]=3.[CH3:18][C:19]1[CH:24]=[CH:23][CH:22]=[CH:21][C:20]=1B(O)O.C([O-])([O-])=O.[K+].[K+]. The catalyst is C1C=CC([P]([Pd]([P](C2C=CC=CC=2)(C2C=CC=CC=2)C2C=CC=CC=2)([P](C2C=CC=CC=2)(C2C=CC=CC=2)C2C=CC=CC=2)[P](C2C=CC=CC=2)(C2C=CC=CC=2)C2C=CC=CC=2)(C2C=CC=CC=2)C2C=CC=CC=2)=CC=1. The product is [F:16][C:9]1[CH:8]=[C:7]2[C:12]([N:13]=[C:14]([CH3:15])[C:5]3[N:6]2[C:2]([C:20]2[CH:21]=[CH:22][CH:23]=[CH:24][C:19]=2[CH3:18])=[N:3][C:4]=3[CH3:17])=[CH:11][CH:10]=1. The yield is 0.860. (2) The reactants are [Cl:1][C:2]1[CH:10]=[CH:9][CH:8]=[C:7]2[C:3]=1[C:4]([C:24](=[O:29])C(F)(F)F)=[CH:5][N:6]2[CH2:11][C@@H:12]1[CH2:16][CH2:15][CH2:14][N:13]1[C:17]([O:19][C:20]([CH3:23])([CH3:22])[CH3:21])=[O:18].[OH-:30].[Na+]. The catalyst is CCO. The product is [C:20]([O:19][C:17]([N:13]1[CH2:14][CH2:15][CH2:16][C@H:12]1[CH2:11][N:6]1[C:7]2[C:3](=[C:2]([Cl:1])[CH:10]=[CH:9][CH:8]=2)[C:4]([C:24]([OH:30])=[O:29])=[CH:5]1)=[O:18])([CH3:21])([CH3:22])[CH3:23]. The yield is 0.950. (3) The reactants are [CH2:1]([NH:4][C@@H:5]1[CH2:14][CH2:13][C:8]2[N:9]=[C:10]([NH2:12])[S:11][C:7]=2[CH2:6]1)[CH2:2][CH3:3].CC1C=CC(S(O)(=O)=O)=CC=1.O.[OH-].[Na+]. The catalyst is [Cl-].[Na+].O. The product is [CH2:1]([NH:4][C@@H:5]1[CH2:14][CH2:13][C:8]2[N:9]=[C:10]([NH2:12])[S:11][C:7]=2[CH2:6]1)[CH2:2][CH3:3]. The yield is 0.855.